Dataset: Forward reaction prediction with 1.9M reactions from USPTO patents (1976-2016). Task: Predict the product of the given reaction. Given the reactants [Br:1][C:2]1[CH:3]=[C:4]([CH:9]=[C:10]([Br:13])[C:11]=1[CH3:12])[C:5](OC)=[O:6].[BH4-].[Na+].Cl, predict the reaction product. The product is: [Br:1][C:2]1[CH:3]=[C:4]([CH2:5][OH:6])[CH:9]=[C:10]([Br:13])[C:11]=1[CH3:12].